From a dataset of Catalyst prediction with 721,799 reactions and 888 catalyst types from USPTO. Predict which catalyst facilitates the given reaction. (1) Reactant: [C:1]([NH2:10])(=[O:9])[C:2]1[C:3](=[CH:5][CH:6]=[CH:7][CH:8]=1)[NH2:4].C(N(CC)CC)C.Cl.[C:19](Cl)(=[O:26])[C:20]1[CH:25]=[CH:24][CH:23]=[N:22][CH:21]=1. Product: [N:22]1[CH:23]=[CH:24][CH:25]=[C:20]([C:19]([NH:4][C:3]2[CH:5]=[CH:6][CH:7]=[CH:8][C:2]=2[C:1]([NH2:10])=[O:9])=[O:26])[CH:21]=1. The catalyst class is: 595. (2) Reactant: [NH2:1][C:2]1[CH:7]=[CH:6][CH:5]=[C:4]([CH3:8])[N:3]=1.C1C(=O)N([Br:16])C(=O)C1. Product: [NH2:1][C:2]1[N:3]=[C:4]([CH3:8])[C:5]([Br:16])=[CH:6][CH:7]=1. The catalyst class is: 5. (3) Reactant: C1([NH2+]C2CCCCC2)CCCCC1.[C:14]([O:18][C:19](=[O:38])[CH2:20][CH2:21][CH2:22][C@H:23]([NH:27][C:28]([O:30][CH2:31][C:32]1[CH:37]=[CH:36][CH:35]=[CH:34][CH:33]=1)=[O:29])[C:24]([O-:26])=O)([CH3:17])([CH3:16])[CH3:15].[B-](F)(F)(F)F.CCOC(C(C#N)=NOC(N(C)C)=[N+](C)C)=O.[CH2:61]([O:63][C:64]([N:66]1[CH2:71][CH2:70][NH:69][CH2:68][CH2:67]1)=[O:65])[CH3:62].C(=O)([O-])O.[Na+]. Product: [CH2:61]([O:63][C:64]([N:66]1[CH2:67][CH2:68][N:69]([C:24](=[O:26])[C@@H:23]([NH:27][C:28]([O:30][CH2:31][C:32]2[CH:37]=[CH:36][CH:35]=[CH:34][CH:33]=2)=[O:29])[CH2:22][CH2:21][CH2:20][C:19]([O:18][C:14]([CH3:15])([CH3:16])[CH3:17])=[O:38])[CH2:70][CH2:71]1)=[O:65])[CH3:62]. The catalyst class is: 3. (4) Reactant: [NH2:1][C@H:2]([C:8]([O:10][C:11]([CH3:14])([CH3:13])[CH3:12])=[O:9])[CH2:3][CH2:4][C:5]([OH:7])=[O:6].C(=O)([O-])[O-].[Na+].[Na+].[C:21](Cl)([O:23][CH2:24][CH:25]1[C:37]2[C:32](=[CH:33][CH:34]=[CH:35][CH:36]=2)[C:31]2[C:26]1=[CH:27][CH:28]=[CH:29][CH:30]=2)=[O:22].Cl.C(O)(=O)CC(CC(O)=O)(C(O)=O)O. Product: [CH:36]1[C:37]2[CH:25]([CH2:24][O:23][C:21]([NH:1][C@H:2]([C:8]([O:10][C:11]([CH3:14])([CH3:13])[CH3:12])=[O:9])[CH2:3][CH2:4][C:5]([OH:7])=[O:6])=[O:22])[C:26]3[C:31](=[CH:30][CH:29]=[CH:28][CH:27]=3)[C:32]=2[CH:33]=[CH:34][CH:35]=1. The catalyst class is: 38. (5) Reactant: [C:1]([O:5][C:6]([NH:8][C:9]1[CH:17]=[CH:16][CH:15]=[C:14]2[C:10]=1[CH:11]=[N:12][N:13]2[CH:18]([C:23]1[CH:28]=[CH:27][C:26]([C:29]([F:32])([F:31])[F:30])=[CH:25][CH:24]=1)[C:19]([O:21][CH3:22])=[O:20])=[O:7])([CH3:4])([CH3:3])[CH3:2].C([O-])([O-])=O.[Cs+].[Cs+].Br[CH2:40][CH:41]([F:43])[F:42].CC(O)C.CO. Product: [C:1]([O:5][C:6]([NH:8][C:9]1[CH:17]=[CH:16][CH:15]=[C:14]2[C:10]=1[CH:11]=[N:12][N:13]2[C:18]([C:23]1[CH:28]=[CH:27][C:26]([C:29]([F:32])([F:31])[F:30])=[CH:25][CH:24]=1)([CH2:40][CH:41]([F:43])[F:42])[C:19]([O:21][CH3:22])=[O:20])=[O:7])([CH3:4])([CH3:2])[CH3:3]. The catalyst class is: 179.